From a dataset of Peptide-MHC class II binding affinity with 134,281 pairs from IEDB. Regression. Given a peptide amino acid sequence and an MHC pseudo amino acid sequence, predict their binding affinity value. This is MHC class II binding data. (1) The peptide sequence is GEPIRFLLSYGEKDF. The MHC is HLA-DQA10301-DQB10301 with pseudo-sequence HLA-DQA10301-DQB10301. The binding affinity (normalized) is 0.460. (2) The peptide sequence is LSPISNMVSMANNHM. The MHC is DRB3_0101 with pseudo-sequence DRB3_0101. The binding affinity (normalized) is 0.213. (3) The peptide sequence is ERIKSEYMTSWFYDN. The MHC is HLA-DQA10102-DQB10501 with pseudo-sequence HLA-DQA10102-DQB10501. The binding affinity (normalized) is 0.345. (4) The peptide sequence is IVQTLNAMPEYQNLL. The MHC is HLA-DPA10301-DPB10402 with pseudo-sequence HLA-DPA10301-DPB10402. The binding affinity (normalized) is 0.553. (5) The MHC is DRB5_0101 with pseudo-sequence DRB5_0101. The peptide sequence is TNIRQAGVQYSR. The binding affinity (normalized) is 0.180. (6) The MHC is H-2-IAb with pseudo-sequence H-2-IAb. The peptide sequence is RDLLFKLLEYSNQNE. The binding affinity (normalized) is 0. (7) The peptide sequence is WNFAGIEAAASAIQG. The MHC is DRB1_0802 with pseudo-sequence DRB1_0802. The binding affinity (normalized) is 0.575.